This data is from Peptide-MHC class I binding affinity with 185,985 pairs from IEDB/IMGT. The task is: Regression. Given a peptide amino acid sequence and an MHC pseudo amino acid sequence, predict their binding affinity value. This is MHC class I binding data. (1) The MHC is HLA-A24:02 with pseudo-sequence HLA-A24:02. The binding affinity (normalized) is 0.395. The peptide sequence is QYLIIQNRTW. (2) The peptide sequence is TEGSVKGLT. The MHC is HLA-B40:01 with pseudo-sequence HLA-B40:01. The binding affinity (normalized) is 0. (3) The peptide sequence is RQDILDLWIY. The MHC is HLA-A11:01 with pseudo-sequence HLA-A11:01. The binding affinity (normalized) is 0.164. (4) The peptide sequence is KHINVELSL. The MHC is Mamu-A07 with pseudo-sequence Mamu-A07. The binding affinity (normalized) is 0.341.